From a dataset of Reaction yield outcomes from USPTO patents with 853,638 reactions. Predict the reaction yield, written as a fraction of the theoretical maximum amount of product (1.0 means a 100% yield; for example, 0.34 means a 34% yield). (1) The reactants are [CH3:1][C@@H:2]1[CH2:6][CH2:5][CH2:4][N:3]1[CH2:7][CH2:8][C:9]1[O:10][C:11]2[CH:17]=[CH:16][C:15]([C:18]3[CH:25]=[CH:24][C:21]([C:22]#[N:23])=[CH:20][CH:19]=3)=[CH:14][C:12]=2[CH:13]=1.[I:26]N1C(=O)CCC1=O. No catalyst specified. The product is [I:26][C:13]1[C:12]2[CH:14]=[C:15]([C:18]3[CH:19]=[CH:20][C:21]([C:22]#[N:23])=[CH:24][CH:25]=3)[CH:16]=[CH:17][C:11]=2[O:10][C:9]=1[CH2:8][CH2:7][N:3]1[CH2:4][CH2:5][CH2:6][C@H:2]1[CH3:1]. The yield is 0.180. (2) The reactants are [CH3:1][O:2][C:3](=[O:31])[C:4]1[CH:9]=[CH:8][C:7]([CH2:10][N:11]2[CH:15]=[C:14]([C:16]3[CH:21]=[CH:20][C:19]([Cl:22])=[CH:18][C:17]=3[Cl:23])[N:13]=[C:12]2[C:24]2[CH:29]=[CH:28][C:27](Br)=[CH:26][CH:25]=2)=[CH:6][CH:5]=1.[OH:32][C:33]1[CH:38]=[CH:37][C:36](B(O)O)=[CH:35][CH:34]=1. No catalyst specified. The product is [CH3:1][O:2][C:3](=[O:31])[C:4]1[CH:9]=[CH:8][C:7]([CH2:10][N:11]2[CH:15]=[C:14]([C:16]3[CH:21]=[CH:20][C:19]([Cl:22])=[CH:18][C:17]=3[Cl:23])[N:13]=[C:12]2[C:24]2[CH:29]=[CH:28][C:27]([C:36]3[CH:37]=[CH:38][C:33]([OH:32])=[CH:34][CH:35]=3)=[CH:26][CH:25]=2)=[CH:6][CH:5]=1. The yield is 0.740. (3) The reactants are [Br:1][C:2]1[CH:3]=[C:4]([CH2:8][NH2:9])[CH:5]=[CH:6][CH:7]=1.CCN(C(C)C)C(C)C.[C:19](Cl)(=[O:22])[CH:20]=[CH2:21]. The catalyst is C(Cl)Cl. The product is [Br:1][C:2]1[CH:3]=[C:4]([CH:5]=[CH:6][CH:7]=1)[CH2:8][NH:9][C:19](=[O:22])[CH:20]=[CH2:21]. The yield is 0.740. (4) The reactants are Cl[C:2]1[C:7]2[C:8]([O:30][CH3:31])=[N:9][N:10]([C:11]([C:24]3[CH:29]=[CH:28][CH:27]=[CH:26][CH:25]=3)([C:18]3[CH:23]=[CH:22][CH:21]=[CH:20][CH:19]=3)[C:12]3[CH:17]=[CH:16][CH:15]=[CH:14][CH:13]=3)[C:6]=2[CH:5]=[C:4]([Cl:32])[N:3]=1.[CH3:33][O-:34].[Na+]. The catalyst is C1COCC1.C(Cl)Cl. The product is [Cl:32][C:4]1[N:3]=[C:2]([O:34][CH3:33])[C:7]2[C:8]([O:30][CH3:31])=[N:9][N:10]([C:11]([C:18]3[CH:19]=[CH:20][CH:21]=[CH:22][CH:23]=3)([C:24]3[CH:29]=[CH:28][CH:27]=[CH:26][CH:25]=3)[C:12]3[CH:13]=[CH:14][CH:15]=[CH:16][CH:17]=3)[C:6]=2[CH:5]=1. The yield is 0.870. (5) The reactants are C([N:8]1[C:12]2([CH2:16][CH2:15][N:14]([C:17]3[CH:18]=[N:19][CH:20]=[C:21]([O:23][CH2:24][CH3:25])[CH:22]=3)[CH2:13]2)[CH2:11][CH2:10][CH2:9]1)C1C=CC=CC=1.Cl.[H][H]. The catalyst is C(O)C.[OH-].[OH-].[Pd+2]. The product is [CH2:24]([O:23][C:21]1[CH:22]=[C:17]([N:14]2[CH2:15][CH2:16][C:12]3([NH:8][CH2:9][CH2:10][CH2:11]3)[CH2:13]2)[CH:18]=[N:19][CH:20]=1)[CH3:25]. The yield is 0.911. (6) The reactants are [C:1](O[C:6](=O)[N:7]([CH2:9][C:10]1[CH:14]=[C:13]([C:15]2[CH:20]=[CH:19][CH:18]=[CH:17][CH:16]=2)[N:12]([S:21]([C:24]2[CH:25]=[N:26][C:27](Cl)=[C:28]([CH3:30])[CH:29]=2)(=[O:23])=[O:22])[CH:11]=1)C)(C)(C)C.NN.[C:35](=[O:38])([O-:37])O.[Na+].[C:40]([O:43]CC)(=[O:42])[CH3:41].Cl. The catalyst is O1CCCC1.C(O)C. The product is [C:40]([OH:43])(=[O:42])/[CH:41]=[CH:1]/[C:35]([OH:37])=[O:38].[CH3:6][NH:7][CH2:9][C:10]1[CH:14]=[C:13]([C:15]2[CH:16]=[CH:17][CH:18]=[CH:19][CH:20]=2)[N:12]([S:21]([C:24]2[CH:25]=[N:26][CH:27]=[C:28]([CH3:30])[CH:29]=2)(=[O:23])=[O:22])[CH:11]=1. The yield is 0.400. (7) The reactants are [C:1]([C:3]1[C:4]([NH2:10])=[N:5][C:6]([NH2:9])=[CH:7][CH:8]=1)#[CH:2].[F:11][C:12]1[CH:28]=[CH:27][C:15]([CH2:16][C:17]2[O:21][C:20]([CH2:22][C:23](Cl)=[N:24][OH:25])=[CH:19][CH:18]=2)=[CH:14][CH:13]=1.C(N(CC)CC)C. The catalyst is O1CCCC1. The product is [F:11][C:12]1[CH:28]=[CH:27][C:15]([CH2:16][C:17]2[O:21][C:20]([CH2:22][C:23]3[CH:2]=[C:1]([C:3]4[C:4]([NH2:10])=[N:5][C:6]([NH2:9])=[CH:7][CH:8]=4)[O:25][N:24]=3)=[CH:19][CH:18]=2)=[CH:14][CH:13]=1. The yield is 0.330. (8) The reactants are [Cl:1][C:2]1[C:7]([N:8]2[CH2:13][CH2:12][C:11]3([C:21]4[C:16](=[CH:17][CH:18]=[CH:19][CH:20]=4)[CH:15]=[CH:14]3)[CH2:10][CH2:9]2)=[CH:6][N:5]=[N:4][C:3]=1[NH:22][NH:23][C:24](=O)[CH2:25][CH:26]1[CH2:28][CH2:27]1.P(Cl)(Cl)(Cl)=O. The catalyst is C(#N)C. The product is [Cl:1][C:2]1[C:3]2[N:4]([C:24]([CH2:25][CH:26]3[CH2:28][CH2:27]3)=[N:23][N:22]=2)[N:5]=[CH:6][C:7]=1[N:8]1[CH2:13][CH2:12][C:11]2([C:21]3[C:16](=[CH:17][CH:18]=[CH:19][CH:20]=3)[CH:15]=[CH:14]2)[CH2:10][CH2:9]1. The yield is 0.135. (9) The reactants are Br[C:2]1[CH:3]=[C:4]2[C:10]([CH:11]3[CH2:15][CH2:14][CH2:13][CH2:12]3)=[CH:9][NH:8][C:5]2=[N:6][CH:7]=1.[OH:16][C:17]1[CH:18]=[C:19](B(O)O)[CH:20]=[CH:21][CH:22]=1.C(=O)([O-])[O-].[Na+].[Na+].C(=O)(O)[O-].[Na+]. The catalyst is Cl[Pd-2](Cl)(P(C1C=CC=CC=1)(C1C=CC=CC=1)C1C=CC=CC=1)P(C1C=CC=CC=1)(C1C=CC=CC=1)C1C=CC=CC=1.ClCCl.C(#N)C. The product is [CH:11]1([C:10]2[C:4]3[C:5](=[N:6][CH:7]=[C:2]([C:21]4[CH:22]=[C:17]([OH:16])[CH:18]=[CH:19][CH:20]=4)[CH:3]=3)[NH:8][CH:9]=2)[CH2:15][CH2:14][CH2:13][CH2:12]1. The yield is 0.0140. (10) The reactants are [H-].[Na+].[C:3]([O:11][CH2:12][CH3:13])(=[O:10])[CH2:4][C:5]([O:7][CH2:8][CH3:9])=[O:6].[Br:14][C:15]1[CH:16]=[C:17]([N+:22]([O-:24])=[O:23])[C:18](Cl)=[N:19][CH:20]=1. The catalyst is CN(C)C=O. The product is [Br:14][C:15]1[CH:16]=[C:17]([N+:22]([O-:24])=[O:23])[C:18]([CH:4]([C:5]([O:7][CH2:8][CH3:9])=[O:6])[C:3]([O:11][CH2:12][CH3:13])=[O:10])=[N:19][CH:20]=1. The yield is 0.690.